Predict which catalyst facilitates the given reaction. From a dataset of Catalyst prediction with 721,799 reactions and 888 catalyst types from USPTO. Reactant: [Cl:1][C:2]1[C:10]([O:11][CH2:12][O:13][CH3:14])=[CH:9][CH:8]=[C:7]2[C:3]=1[CH:4]([OH:25])[N:5]([C:16]([CH3:24])([C:18]1[CH:23]=[CH:22][CH:21]=[CH:20][CH:19]=1)[CH3:17])[C:6]2=[O:15].CN(CCN(C)C)C.[I:34]I. Product: [Cl:1][C:2]1[C:10]([O:11][CH2:12][O:13][CH3:14])=[CH:9][C:8]([I:34])=[C:7]2[C:3]=1[CH:4]([OH:25])[N:5]([C:16]([CH3:17])([C:18]1[CH:19]=[CH:20][CH:21]=[CH:22][CH:23]=1)[CH3:24])[C:6]2=[O:15]. The catalyst class is: 1.